Dataset: Full USPTO retrosynthesis dataset with 1.9M reactions from patents (1976-2016). Task: Predict the reactants needed to synthesize the given product. (1) Given the product [F:13][C:11]1[CH:10]=[C:9]([C@@H:14]([NH:18][C:19](=[O:25])[O:20][C:21]([CH3:22])([CH3:24])[CH3:23])[CH2:15][CH:16]=[CH2:17])[CH:8]=[C:7]([C:6]2[N:5]([CH3:26])[N:4]=[CH:3][C:2]=2[NH:1][C:29](=[O:30])[C@H:28]([CH3:27])[CH:32]=[CH2:33])[CH:12]=1, predict the reactants needed to synthesize it. The reactants are: [NH2:1][C:2]1[CH:3]=[N:4][N:5]([CH3:26])[C:6]=1[C:7]1[CH:8]=[C:9]([C@@H:14]([NH:18][C:19](=[O:25])[O:20][C:21]([CH3:24])([CH3:23])[CH3:22])[CH2:15][CH:16]=[CH2:17])[CH:10]=[C:11]([F:13])[CH:12]=1.[CH3:27][C@H:28]([CH:32]=[CH2:33])[C:29](O)=[O:30].C(P1(=O)OP(CCC)(=O)OP(CCC)(=O)O1)CC.CCN(C(C)C)C(C)C. (2) Given the product [C:1]([O:5][C:6]([N:8]1[CH2:13][CH2:12][N:11]2[C:14]([CH2:18][CH3:19])=[N:15][C:16]([C:47]#[N:48])=[C:10]2[CH:9]1[CH2:20][CH2:21][C:22]1[CH:27]=[CH:26][C:25]([C:28]([F:31])([F:30])[F:29])=[C:24]([F:32])[CH:23]=1)=[O:7])([CH3:4])([CH3:3])[CH3:2], predict the reactants needed to synthesize it. The reactants are: [C:1]([O:5][C:6]([N:8]1[CH2:13][CH2:12][N:11]2[C:14]([CH2:18][CH3:19])=[N:15][C:16](I)=[C:10]2[CH:9]1[CH2:20][CH2:21][C:22]1[CH:27]=[CH:26][C:25]([C:28]([F:31])([F:30])[F:29])=[C:24]([F:32])[CH:23]=1)=[O:7])([CH3:4])([CH3:3])[CH3:2].[Li]CCCC.C1(C)C=CC(S([C:47]#[N:48])(=O)=O)=CC=1.[NH4+].[Cl-]. (3) Given the product [C:16]([O:8][C:5]1[CH:6]=[CH:7][C:2]([Br:1])=[CH:3][C:4]=1[CH3:9])(=[O:18])[CH3:17], predict the reactants needed to synthesize it. The reactants are: [Br:1][C:2]1[CH:7]=[CH:6][C:5]([OH:8])=[C:4]([CH3:9])[CH:3]=1.N1C=CC=CC=1.[C:16](Cl)(=[O:18])[CH3:17].